From a dataset of Full USPTO retrosynthesis dataset with 1.9M reactions from patents (1976-2016). Predict the reactants needed to synthesize the given product. (1) Given the product [O:23]=[C:7]1[C:6]2[CH:24]=[C:2]([C:25]3[CH:30]=[CH:29][CH:28]=[CH:27][CH:26]=3)[CH:3]=[CH:4][C:5]=2[O:11][CH2:10][CH:9]2[CH2:12][N:13]([C:16]([O:18][C:19]([CH3:22])([CH3:21])[CH3:20])=[O:17])[CH2:14][CH2:15][N:8]12, predict the reactants needed to synthesize it. The reactants are: Br[C:2]1[CH:3]=[CH:4][C:5]2[O:11][CH2:10][CH:9]3[CH2:12][N:13]([C:16]([O:18][C:19]([CH3:22])([CH3:21])[CH3:20])=[O:17])[CH2:14][CH2:15][N:8]3[C:7](=[O:23])[C:6]=2[CH:24]=1.[C:25]1(B(O)O)[CH:30]=[CH:29][CH:28]=[CH:27][CH:26]=1.C(=O)([O-])[O-].[K+].[K+].O1CCOCC1. (2) Given the product [CH2:29]([O:36][C:37]([N:7]([CH2:18][CH2:17][C:16]([O:20][CH2:21][CH3:22])=[O:19])[CH2:6][C:5]([O:4][CH2:2][CH3:3])=[O:8])=[O:38])[C:30]1[CH:35]=[CH:34][CH:33]=[CH:32][CH:31]=1, predict the reactants needed to synthesize it. The reactants are: Cl.[CH2:2]([O:4][C:5](=[O:8])[CH2:6][NH2:7])[CH3:3].C(N(CC)CC)C.[C:16]([O:20][CH2:21][CH3:22])(=[O:19])[CH:17]=[CH2:18].C(=O)([O-])[O-].[Na+].[Na+].[CH2:29]([O:36][C:37](Cl)=[O:38])[C:30]1[CH:35]=[CH:34][CH:33]=[CH:32][CH:31]=1.